Dataset: NCI-60 drug combinations with 297,098 pairs across 59 cell lines. Task: Regression. Given two drug SMILES strings and cell line genomic features, predict the synergy score measuring deviation from expected non-interaction effect. Drug 1: CN(C)N=NC1=C(NC=N1)C(=O)N. Drug 2: CC1=CC=C(C=C1)C2=CC(=NN2C3=CC=C(C=C3)S(=O)(=O)N)C(F)(F)F. Cell line: LOX IMVI. Synergy scores: CSS=40.7, Synergy_ZIP=-1.48, Synergy_Bliss=-1.39, Synergy_Loewe=-4.92, Synergy_HSA=0.321.